Dataset: Forward reaction prediction with 1.9M reactions from USPTO patents (1976-2016). Task: Predict the product of the given reaction. Given the reactants [NH2:1][C:2]1[CH:25]=[CH:24][C:5]([C:6]([NH:8][CH2:9][CH2:10][N:11]2[CH2:16][CH2:15][N:14]([CH2:17][C:18]3[CH:23]=[CH:22][CH:21]=[CH:20][CH:19]=3)[CH2:13][CH2:12]2)=[O:7])=[C:4]([O:26][CH3:27])[CH:3]=1.[F:28][C:29]([F:41])([F:40])[O:30][C:31]1[CH:36]=[CH:35][C:34]([N:37]=[C:38]=[O:39])=[CH:33][CH:32]=1.C(O)C(N)(CO)CO, predict the reaction product. The product is: [CH2:17]([N:14]1[CH2:13][CH2:12][N:11]([CH2:10][CH2:9][NH:8][C:6](=[O:7])[C:5]2[CH:24]=[CH:25][C:2]([NH:1][C:38]([NH:37][C:34]3[CH:35]=[CH:36][C:31]([O:30][C:29]([F:28])([F:40])[F:41])=[CH:32][CH:33]=3)=[O:39])=[CH:3][C:4]=2[O:26][CH3:27])[CH2:16][CH2:15]1)[C:18]1[CH:19]=[CH:20][CH:21]=[CH:22][CH:23]=1.